From a dataset of Full USPTO retrosynthesis dataset with 1.9M reactions from patents (1976-2016). Predict the reactants needed to synthesize the given product. (1) The reactants are: [F:1][C:2]1[C:11]2[C:12]([OH:16])([CH2:14][OH:15])[CH2:13][N:9]3[C:10]=2[C:5]([CH:6]=[CH:7][C:8]3=[O:17])=[CH:4][CH:3]=1.[C:18]1([CH3:28])[CH:23]=[CH:22][C:21]([S:24](Cl)(=[O:26])=[O:25])=[CH:20][CH:19]=1.C(=O)(O)[O-].[Na+]. Given the product [CH3:28][C:18]1[CH:23]=[CH:22][C:21]([S:24]([O:16][C:12]2([CH2:14][OH:15])[C:11]3=[C:10]4[C:5](=[CH:4][CH:3]=[C:2]3[F:1])[CH:6]=[CH:7][C:8](=[O:17])[N:9]4[CH2:13]2)(=[O:26])=[O:25])=[CH:20][CH:19]=1, predict the reactants needed to synthesize it. (2) Given the product [ClH:16].[NH2:1][C@@:2]([CH3:13])([CH2:6][C:7]1[CH:12]=[CH:11][CH:10]=[CH:9][CH:8]=1)[C:3]([O:5][CH3:18])=[O:4], predict the reactants needed to synthesize it. The reactants are: [NH2:1][C@@:2]([CH3:13])([CH2:6][C:7]1[CH:12]=[CH:11][CH:10]=[CH:9][CH:8]=1)[C:3]([OH:5])=[O:4].S(Cl)([Cl:16])=O.[CH3:18]O. (3) Given the product [Cl:26][C:17]1[CH:18]=[C:19]([CH:20]=[CH:21][C:16]=1[Cl:15])[CH2:22][NH:23][C:24]([NH:1][C:2]1[CH:10]=[CH:9][CH:8]=[C:7]2[C:3]=1[CH:4]=[N:5][N:6]2[C:11]([O:13][CH3:14])=[O:12])=[O:25], predict the reactants needed to synthesize it. The reactants are: [NH2:1][C:2]1[CH:10]=[CH:9][CH:8]=[C:7]2[C:3]=1[CH:4]=[N:5][N:6]2[C:11]([O:13][CH3:14])=[O:12].[Cl:15][C:16]1[CH:21]=[CH:20][C:19]([CH2:22][N:23]=[C:24]=[O:25])=[CH:18][C:17]=1[Cl:26].CCCCCC. (4) Given the product [C:1]1([S:11]([N:14]2[CH2:15][CH2:16][NH:17][CH2:18][CH2:19]2)(=[O:13])=[O:12])[C:10]2[C:5](=[CH:6][CH:7]=[CH:8][CH:9]=2)[CH:4]=[CH:3][CH:2]=1, predict the reactants needed to synthesize it. The reactants are: [C:1]1([S:11]([N:14]2[CH2:19][CH2:18][N:17](C(OC(C)(C)C)=O)[CH2:16][CH2:15]2)(=[O:13])=[O:12])[C:10]2[C:5](=[CH:6][CH:7]=[CH:8][CH:9]=2)[CH:4]=[CH:3][CH:2]=1. (5) The reactants are: ClC(OC1C=CC([N+]([O-])=O)=CC=1)=[O:3].[NH2:14][O:15][CH2:16][C:17]([O:19][C:20]([CH3:23])([CH3:22])[CH3:21])=[O:18].[CH2:24]([N:26]([CH2:29]C)CC)[CH3:25]. Given the product [CH2:24]([NH:26][C:29](=[O:3])[NH:14][O:15][CH2:16][C:17]([O:19][C:20]([CH3:23])([CH3:22])[CH3:21])=[O:18])[CH3:25], predict the reactants needed to synthesize it. (6) Given the product [CH3:1][O:2][C:3]1[CH:4]=[C:5]2[C:10](=[CH:11][C:12]=1[O:13][CH3:14])[N:9]=[N:8][CH:7]=[C:6]2[N:15]1[C:16](=[O:30])[CH2:17][C:18]2[C:19](=[CH:20][C:21]([O:26][CH3:27])=[C:22]([O:24][CH3:25])[CH:23]=2)[CH2:28]1, predict the reactants needed to synthesize it. The reactants are: [CH3:1][O:2][C:3]1[CH:4]=[C:5]2[C:10](=[CH:11][C:12]=1[O:13][CH3:14])[N:9]=[N:8][CH:7]=[C:6]2[NH:15][C:16](=[O:30])[CH2:17][C:18]1[CH:23]=[C:22]([O:24][CH3:25])[C:21]([O:26][CH3:27])=[CH:20][C:19]=1[CH2:28]O.C(N(CC)CC)C.C(Cl)Cl.